Dataset: Forward reaction prediction with 1.9M reactions from USPTO patents (1976-2016). Task: Predict the product of the given reaction. (1) Given the reactants [CH3:1][C@@:2]12[O:9][C@@H:6]([CH2:7][CH2:8]1)[C:5](=[O:10])[CH2:4][C:3]2=[O:11].C(Cl)(Cl)Cl.[C:16]([O-])(=O)C.C([O-])(=O)C.C([O-])(=O)C.Cl[C:29]1([Pb+3])[C:34]([CH3:35])=[CH:33][C:32]([C:36]2[CH:41]=[CH:40][CH:39]=[CH:38][CH:37]=2)=[CH:31][CH2:30]1.Cl, predict the reaction product. The product is: [CH3:16][C:30]1[CH:31]=[C:32]([C:36]2[CH:41]=[CH:40][CH:39]=[CH:38][CH:37]=2)[CH:33]=[C:34]([CH3:35])[C:29]=1[CH:4]1[C:5](=[O:10])[C@H:6]2[O:9][C@:2]([CH3:1])([CH2:8][CH2:7]2)[C:3]1=[O:11]. (2) Given the reactants [N:1](O)=O.[CH3:4][C:5]([CH3:11])([CH3:10])[C:6](=O)[CH2:7][CH3:8].[NH:12]([C:14]1[CH:19]=[CH:18][CH:17]=[CH:16][N:15]=1)[NH2:13], predict the reaction product. The product is: [C:5]([C:6]1[CH:7]=[C:8]([NH2:1])[N:12]([C:14]2[CH:19]=[CH:18][CH:17]=[CH:16][N:15]=2)[N:13]=1)([CH3:11])([CH3:10])[CH3:4]. (3) Given the reactants [C:1]1([N:7]([C:14]2[CH:19]=[CH:18][CH:17]=[CH:16][CH:15]=2)[C:8]2[CH:13]=[CH:12][CH:11]=[CH:10][CH:9]=2)[CH:6]=[CH:5][CH:4]=[CH:3][CH:2]=1.P(Cl)(Cl)(Cl)=O.[OH-].[Na+].CN([CH:30]=[O:31])C, predict the reaction product. The product is: [C:14]1([N:7]([C:1]2[CH:2]=[CH:3][CH:4]=[CH:5][CH:6]=2)[C:8]2[CH:13]=[CH:12][C:11]([CH:30]=[O:31])=[CH:10][CH:9]=2)[CH:15]=[CH:16][CH:17]=[CH:18][CH:19]=1. (4) Given the reactants [C:1]1([CH3:11])[CH:6]=[CH:5][C:4]([S:7](Cl)(=[O:9])=[O:8])=[CH:3][CH:2]=1.[O:12]1[CH2:16][CH:15]=[CH:14][C@H:13]1[C@@H:17]([OH:30])[CH2:18][NH:19][C:20](=[O:29])[O:21][CH2:22][C:23]1[CH:28]=[CH:27][CH:26]=[CH:25][CH:24]=1, predict the reaction product. The product is: [CH3:11][C:1]1[CH:6]=[CH:5][C:4]([S:7]([O:30][C@H:17]([C@@H:13]2[CH:14]=[CH:15][CH2:16][O:12]2)[CH2:18][NH:19][C:20]([O:21][CH2:22][C:23]2[CH:24]=[CH:25][CH:26]=[CH:27][CH:28]=2)=[O:29])(=[O:9])=[O:8])=[CH:3][CH:2]=1. (5) The product is: [Cl:21][CH2:22][CH2:23][CH2:24][CH2:25][CH:7]([N:5]1[CH:6]=[C:2]([Cl:1])[CH:3]=[N:4]1)[C:8]([OH:10])=[O:9]. Given the reactants [Cl:1][C:2]1[CH:3]=[N:4][N:5]([CH2:7][C:8]([OH:10])=[O:9])[CH:6]=1.C[Si]([N-][Si](C)(C)C)(C)C.[Na+].[Cl:21][CH2:22][CH2:23][CH2:24][CH2:25]I, predict the reaction product. (6) Given the reactants Cl[C:2]1[N:3]=[C:4]([OH:12])[C:5]2[CH:11]=[CH:10][N:9]=[CH:8][C:6]=2[N:7]=1.[CH3:13][N:14]([C:22]1[CH:27]=[CH:26][CH:25]=[C:24]([N:28]2[CH2:33][CH2:32][N:31]([CH3:34])[CH2:30][CH2:29]2)[CH:23]=1)[C:15]1[CH:20]=[CH:19][C:18]([OH:21])=[CH:17][CH:16]=1.C([O-])([O-])=O.[Cs+].[Cs+], predict the reaction product. The product is: [CH3:13][N:14]([C:22]1[CH:27]=[CH:26][CH:25]=[C:24]([N:28]2[CH2:29][CH2:30][N:31]([CH3:34])[CH2:32][CH2:33]2)[CH:23]=1)[C:15]1[CH:16]=[CH:17][C:18]([O:21][C:2]2[N:3]=[C:4]([OH:12])[C:5]3[CH:11]=[CH:10][N:9]=[CH:8][C:6]=3[N:7]=2)=[CH:19][CH:20]=1. (7) Given the reactants [CH3:1][Si]([N-][Si](C)(C)C)(C)C.[Na+].[CH3:11][O:12][C:13]1[CH:51]=[CH:50][C:16]([CH2:17][O:18][CH2:19][C@H:20]([CH3:49])[C@H:21]([O:41][Si:42]([C:45]([CH3:48])([CH3:47])[CH3:46])([CH3:44])[CH3:43])[C@@H:22]([CH3:40])[CH2:23][CH2:24][C:25]([N:27]2[C@H:31]([CH2:32][C:33]3[CH:38]=[CH:37][CH:36]=[CH:35][CH:34]=3)[CH2:30][O:29][C:28]2=[O:39])=[O:26])=[CH:15][CH:14]=1.CI, predict the reaction product. The product is: [CH3:11][O:12][C:13]1[CH:51]=[CH:50][C:16]([CH2:17][O:18][CH2:19][C@H:20]([CH3:49])[C@H:21]([O:41][Si:42]([C:45]([CH3:46])([CH3:48])[CH3:47])([CH3:44])[CH3:43])[C@@H:22]([CH3:40])[CH2:23][C@@H:24]([CH3:1])[C:25]([N:27]2[C@H:31]([CH2:32][C:33]3[CH:34]=[CH:35][CH:36]=[CH:37][CH:38]=3)[CH2:30][O:29][C:28]2=[O:39])=[O:26])=[CH:15][CH:14]=1. (8) Given the reactants [CH3:1][O:2][C:3]1[CH:8]=[CH:7][C:6]([C:9]2[CH2:10][C@@H:11]3[N:17]([CH:18]=2)[C:16](=[O:19])[C:15]2[CH:20]=[C:21]([O:62][CH3:63])[C:22]([O:24][CH2:25][CH2:26][CH2:27][O:28][C:29]4[C:59]([O:60][CH3:61])=[CH:58][C:32]5[C:33](=[O:57])[N:34]6[CH:49]=[C:48](S(C(F)(F)F)(=O)=O)[CH2:47][C@H:35]6[C:36](=[O:46])[N:37]([CH2:38][O:39][CH2:40][CH2:41][Si:42]([CH3:45])([CH3:44])[CH3:43])[C:31]=5[CH:30]=4)=[CH:23][C:14]=2[N:13]([CH2:64][O:65][CH2:66][CH2:67][Si:68]([CH3:71])([CH3:70])[CH3:69])[C:12]3=[O:72])=[CH:5][CH:4]=1.[NH2:73][C:74]1[CH:79]=[CH:78][CH:77]=[CH:76][C:75]=1B(O)O.C(=O)([O-])[O-].[Na+].[Na+].C(OCC)(=O)C.CCCCCC, predict the reaction product. The product is: [NH2:73][C:74]1[CH:79]=[CH:78][CH:77]=[CH:76][C:75]=1[C:48]1[CH2:47][C@@H:35]2[N:34]([CH:49]=1)[C:33](=[O:57])[C:32]1[CH:58]=[C:59]([O:60][CH3:61])[C:29]([O:28][CH2:27][CH2:26][CH2:25][O:24][C:22]3[C:21]([O:62][CH3:63])=[CH:20][C:15]4[C:16](=[O:19])[N:17]5[CH:18]=[C:9]([C:6]6[CH:5]=[CH:4][C:3]([O:2][CH3:1])=[CH:8][CH:7]=6)[CH2:10][C@H:11]5[C:12](=[O:72])[N:13]([CH2:64][O:65][CH2:66][CH2:67][Si:68]([CH3:69])([CH3:71])[CH3:70])[C:14]=4[CH:23]=3)=[CH:30][C:31]=1[N:37]([CH2:38][O:39][CH2:40][CH2:41][Si:42]([CH3:43])([CH3:44])[CH3:45])[C:36]2=[O:46].